This data is from Full USPTO retrosynthesis dataset with 1.9M reactions from patents (1976-2016). The task is: Predict the reactants needed to synthesize the given product. (1) Given the product [F:1][C:2]1[C:3]([C:22]([NH:40][CH2:39][C:32]2([C:27]3[CH:28]=[CH:29][CH:30]=[CH:31][C:26]=3[F:25])[CH2:37][CH2:36][N:35]([CH3:38])[CH2:34][CH2:33]2)=[O:24])=[N:4][CH:5]=[CH:6][C:7]=1[S:8][C:9]1[S:13][C:12]([NH:14][C:15]2[CH:20]=[C:19]([CH3:21])[CH:18]=[CH:17][N:16]=2)=[N:11][CH:10]=1, predict the reactants needed to synthesize it. The reactants are: [F:1][C:2]1[C:3]([C:22]([OH:24])=O)=[N:4][CH:5]=[CH:6][C:7]=1[S:8][C:9]1[S:13][C:12]([NH:14][C:15]2[CH:20]=[C:19]([CH3:21])[CH:18]=[CH:17][N:16]=2)=[N:11][CH:10]=1.[F:25][C:26]1[CH:31]=[CH:30][CH:29]=[CH:28][C:27]=1[C:32]1([CH2:39][NH2:40])[CH2:37][CH2:36][N:35]([CH3:38])[CH2:34][CH2:33]1. (2) Given the product [Cl:1][CH2:2][CH2:3][CH2:4][O:5][C:6]1[CH:7]=[CH:8][C:9]([C:10]([NH:23][C:24]2[CH:25]=[N:26][CH:27]=[CH:28][C:29]=2[Cl:30])=[O:12])=[CH:13][CH:14]=1, predict the reactants needed to synthesize it. The reactants are: [Cl:1][CH2:2][CH2:3][CH2:4][O:5][C:6]1[CH:14]=[CH:13][C:9]([C:10]([OH:12])=O)=[CH:8][CH:7]=1.C(Cl)(=O)C(Cl)=O.[H-].[Na+].[NH2:23][C:24]1[CH:25]=[N:26][CH:27]=[CH:28][C:29]=1[Cl:30]. (3) The reactants are: [Cl:1][C:2]1[CH:3]=[C:4]([C:8]2[CH:18]=[C:11]3[N:12]=[C:13]([CH3:17])[CH:14]=[C:15]([OH:16])[N:10]3[N:9]=2)[CH:5]=[CH:6][CH:7]=1.[Br:19]Br. Given the product [BrH:19].[Br:19][C:14]1[C:13]([CH3:17])=[N:12][C:11]2[N:10]([N:9]=[C:8]([C:4]3[CH:5]=[CH:6][CH:7]=[C:2]([Cl:1])[CH:3]=3)[CH:18]=2)[C:15]=1[OH:16], predict the reactants needed to synthesize it.